This data is from Full USPTO retrosynthesis dataset with 1.9M reactions from patents (1976-2016). The task is: Predict the reactants needed to synthesize the given product. (1) The reactants are: [CH2:1]([N:8]1[CH2:12][C@@H:11]([C:13](OCC)=[O:14])[C@H:10]([C:18](OCC)=[O:19])[CH2:9]1)[C:2]1[CH:7]=[CH:6][CH:5]=[CH:4][CH:3]=1.[H-].[Al+3].[Li+].[H-].[H-].[H-].O.O.O.O.O.O.O.O.O.O.S([O-])([O-])(=O)=O.[Na+].[Na+].C(Cl)(Cl)Cl. Given the product [CH2:1]([N:8]1[CH2:12][C@@H:11]([CH2:13][OH:14])[C@H:10]([CH2:18][OH:19])[CH2:9]1)[C:2]1[CH:3]=[CH:4][CH:5]=[CH:6][CH:7]=1, predict the reactants needed to synthesize it. (2) Given the product [O:18]1[CH2:19][CH2:20][N:15]([C:2]2[CH:7]=[CH:6][C:5]([C:8](=[O:10])[CH3:9])=[CH:4][C:3]=2[C:11]([F:14])([F:13])[F:12])[CH2:16][CH2:17]1, predict the reactants needed to synthesize it. The reactants are: F[C:2]1[CH:7]=[CH:6][C:5]([C:8](=[O:10])[CH3:9])=[CH:4][C:3]=1[C:11]([F:14])([F:13])[F:12].[NH:15]1[CH2:20][CH2:19][O:18][CH2:17][CH2:16]1. (3) Given the product [CH3:12][O:11][CH2:10][CH2:9][O:8][C:6]1[CH:7]=[C:2]([C:22]2[C:23]3[CH:30]=[C:29]([CH2:31][OH:32])[CH:28]=[CH:27][C:24]=3[S:25][CH:26]=2)[C:3]([CH3:13])=[N:4][CH:5]=1, predict the reactants needed to synthesize it. The reactants are: Br[C:2]1[C:3]([CH3:13])=[N:4][CH:5]=[C:6]([O:8][CH2:9][CH2:10][O:11][CH3:12])[CH:7]=1.CC1(C)C(C)(C)OB([C:22]2[C:23]3[CH:30]=[C:29]([CH2:31][OH:32])[CH:28]=[CH:27][C:24]=3[S:25][CH:26]=2)O1.C([O-])([O-])=O.[Cs+].[Cs+]. (4) Given the product [Cl:1][C:2]1[CH:10]=[C:9]2[C:5]([C:6]([NH:8][CH:9]([CH3:10])[CH3:5])=[CH:7][NH:8]2)=[CH:4][C:3]=1[F:17], predict the reactants needed to synthesize it. The reactants are: [Cl:1][C:2]1[CH:10]=[C:9]2[C:5]([C:6](C=C([N+]([O-])=O)C)=[CH:7][NH:8]2)=[CH:4][C:3]=1[F:17].[H-].[Al+3].[Li+].[H-].[H-].[H-]. (5) Given the product [CH3:65][C:61]1[CH:62]=[CH:63][CH:64]=[C:59]([CH3:58])[C:60]=1[NH:66][C:67](=[O:76])[CH2:68][N:69]1[CH2:74][CH2:73][N:72]([CH2:57][CH:55]([OH:56])[CH2:54][O:53][C:50]2[CH:51]=[CH:52][C:46]3[S:45][C:44]([CH3:43])=[N:48][C:47]=3[CH:49]=2)[CH2:71][C:70]1=[O:75], predict the reactants needed to synthesize it. The reactants are: CC1C=CC=C(C)C=1NC(=O)CN1CCN(CC(O)COC2C=CC3OC(C4C=CC=C(C(F)(F)F)C=4)=NC=3C=2)CC1.[CH3:43][C:44]1[S:45][C:46]2[CH:52]=[CH:51][C:50]([O:53][CH2:54][CH:55]3[CH2:57][O:56]3)=[CH:49][C:47]=2[N:48]=1.[CH3:58][C:59]1[CH:64]=[CH:63][CH:62]=[C:61]([CH3:65])[C:60]=1[NH:66][C:67](=[O:76])[CH2:68][N:69]1[CH2:74][CH2:73][NH:72][CH2:71][C:70]1=[O:75].CC1C=CC=C(C)C=1NC(=O)CN1CCNCC1. (6) Given the product [CH2:30]([CH:16]1[C:15]2[C:19](=[CH:20][CH:21]=[C:13]([O:12][CH3:11])[CH:14]=2)[C:18](=[O:22])[N:17]1[C:23]([O:25][C:26]([CH3:29])([CH3:28])[CH3:27])=[O:24])[C:31]1[CH:36]=[CH:35][CH:34]=[CH:33][CH:32]=1, predict the reactants needed to synthesize it. The reactants are: C[Si]([N-][Si](C)(C)C)(C)C.[Li+].[CH3:11][O:12][C:13]1[CH:14]=[C:15]2[C:19](=[CH:20][CH:21]=1)[C:18](=[O:22])[N:17]([C:23]([O:25][C:26]([CH3:29])([CH3:28])[CH3:27])=[O:24])[CH2:16]2.[CH2:30](Br)[C:31]1[CH:36]=[CH:35][CH:34]=[CH:33][CH:32]=1. (7) Given the product [CH2:1]1[C:9]2[C:4](=[CH:5][CH:6]=[CH:7][CH:8]=2)[CH2:3][CH:2]1[C@H:10]1[NH:15][C:14](=[O:16])[C@@H:13]([C@@H:17]([CH3:20])[CH2:18][CH3:19])[N:12]([C@H:21]([C:25]2[N:26]=[C:27]([CH3:30])[O:28][CH:29]=2)[C:22]([N:32]2[CH2:37][CH2:36][O:35][CH2:34][CH2:33]2)=[O:23])[C:11]1=[O:31], predict the reactants needed to synthesize it. The reactants are: [CH2:1]1[C:9]2[C:4](=[CH:5][CH:6]=[CH:7][CH:8]=2)[CH2:3][CH:2]1[C@H:10]1[NH:15][C:14](=[O:16])[C@@H:13]([C@H:17]([CH3:20])[CH2:18][CH3:19])[N:12]([CH:21]([C:25]2[N:26]=[C:27]([CH3:30])[O:28][CH:29]=2)[C:22](O)=[O:23])[C:11]1=[O:31].[NH:32]1[CH2:37][CH2:36][O:35][CH2:34][CH2:33]1. (8) Given the product [F:28][C:2]([F:1])([F:29])[S:3]([C:6]1[CH:27]=[CH:26][C:9]([NH:10][CH:11]2[CH2:16][CH2:15][CH:14]([O:17][CH2:18][C:19]([OH:21])=[O:20])[CH2:13][CH2:12]2)=[CH:8][CH:7]=1)(=[O:4])=[O:5], predict the reactants needed to synthesize it. The reactants are: [F:1][C:2]([F:29])([F:28])[S:3]([C:6]1[CH:27]=[CH:26][C:9]([NH:10][CH:11]2[CH2:16][CH2:15][CH:14]([O:17][CH2:18][C:19]([O:21]C(C)(C)C)=[O:20])[CH2:13][CH2:12]2)=[CH:8][CH:7]=1)(=[O:5])=[O:4]. (9) Given the product [F:21][C:22]([F:36])([F:37])[C:23]1[CH:31]=[C:30]([C:32]([F:35])([F:33])[F:34])[CH:29]=[CH:28][C:24]=1[CH2:25][O:26][N:27]=[C:16]([C:4]1[CH:3]=[C:2]([Cl:1])[CH:7]=[CH:6][C:5]=1[NH:8][S:9]([C:12]([F:15])([F:14])[F:13])(=[O:11])=[O:10])[CH2:17][CH3:18], predict the reactants needed to synthesize it. The reactants are: [Cl:1][C:2]1[CH:7]=[CH:6][C:5]([NH:8][S:9]([C:12]([F:15])([F:14])[F:13])(=[O:11])=[O:10])=[C:4]([C:16](=O)[CH2:17][CH3:18])[CH:3]=1.Cl.[F:21][C:22]([F:37])([F:36])[C:23]1[CH:31]=[C:30]([C:32]([F:35])([F:34])[F:33])[CH:29]=[CH:28][C:24]=1[CH2:25][O:26][NH2:27].CC([O-])=O.[Na+].